Dataset: Forward reaction prediction with 1.9M reactions from USPTO patents (1976-2016). Task: Predict the product of the given reaction. (1) Given the reactants [CH:1]1([S:6]([C:9]2[CH:18]=[CH:17][CH:16]=[CH:15][C:10]=2[C:11](OC)=[O:12])(=[O:8])=[O:7])[CH2:5][CH2:4][CH2:3][CH2:2]1.[BH4-].[Li+], predict the reaction product. The product is: [CH:1]1([S:6]([C:9]2[CH:18]=[CH:17][CH:16]=[CH:15][C:10]=2[CH2:11][OH:12])(=[O:8])=[O:7])[CH2:5][CH2:4][CH2:3][CH2:2]1. (2) Given the reactants [F:1][C:2]1[CH:34]=[CH:33][C:5]2[N:6]=[C:7]([C@@H:15]([NH:17][C:18]3[N:26]=[CH:25][N:24]=[C:23]4[C:19]=3[N:20]=[CH:21][N:22]4C3CCCC[O:28]3)[CH3:16])[N:8]([C:9]3[CH:14]=[CH:13][CH:12]=[CH:11][CH:10]=3)[C:4]=2[C:3]=1[C:35](O)=[O:36].CN(C(ON1N=NC2C=CC=NC1=2)=[N+](C)C)C.F[P-](F)(F)(F)(F)F.[CH3:62][N:63]1[CH2:68][CH2:67][NH:66][CH2:65][CH2:64]1.CCN(C(C)C)C(C)C, predict the reaction product. The product is: [NH4+:6].[OH-:28].[F:1][C:2]1[CH:34]=[CH:33][C:5]2[N:6]=[C:7]([CH:15]([NH:17][C:18]3[N:26]=[CH:25][N:24]=[C:23]4[C:19]=3[N:20]=[CH:21][NH:22]4)[CH3:16])[N:8]([C:9]3[CH:14]=[CH:13][CH:12]=[CH:11][CH:10]=3)[C:4]=2[C:3]=1[C:35]([N:66]1[CH2:67][CH2:68][N:63]([CH3:62])[CH2:64][CH2:65]1)=[O:36]. (3) Given the reactants Cl.Cl.[NH2:3][C:4]1[CH:36]=[CH:35][C:7]([O:8][C:9]2[CH:10]=[CH:11][C:12]3[N:16]=[C:15]([CH2:17][O:18][C:19]4[CH:32]=[CH:31][C:22]([CH2:23][CH:24]5[S:28][C:27](=[O:29])[NH:26][C:25]5=[O:30])=[CH:21][CH:20]=4)[N:14]([CH3:33])[C:13]=3[CH:34]=2)=[CH:6][CH:5]=1, predict the reaction product. The product is: [CH:4]([NH:3][C:4]1[CH:36]=[CH:35][C:7]([O:8][C:9]2[CH:10]=[CH:11][C:12]3[N:16]=[C:15]([CH2:17][O:18][C:19]4[CH:32]=[CH:31][C:22]([CH2:23][CH:24]5[S:28][C:27](=[O:29])[NH:26][C:25]5=[O:30])=[CH:21][CH:20]=4)[N:14]([CH3:33])[C:13]=3[CH:34]=2)=[CH:6][CH:5]=1)([CH2:5][CH3:6])[CH3:36]. (4) Given the reactants [F:1][C:2]1[N:3]=[CH:4][C:5]2[C:10]([CH:11]=1)=[CH:9][C:8]([C:12]([NH:14][NH:15][C:16]([NH2:18])=[S:17])=O)=[CH:7][CH:6]=2.[OH-].[NH4+], predict the reaction product. The product is: [F:1][C:2]1[N:3]=[CH:4][C:5]2[C:10]([CH:11]=1)=[CH:9][C:8]([C:12]1[S:17][C:16]([NH2:18])=[N:15][N:14]=1)=[CH:7][CH:6]=2. (5) Given the reactants [CH3:1][C:2]1[CH:7]=[C:6]([C:8](=O)[CH2:9][CH:10]([C:18]2[CH:19]=[C:20]([C:24]3[CH:29]=[CH:28][CH:27]=[C:26]([C:30]([NH:32][CH2:33][C:34]([OH:36])=[O:35])=[O:31])[CH:25]=3)[CH:21]=[CH:22][CH:23]=2)[C:11]2[CH:16]=[CH:15][CH:14]=[CH:13][C:12]=2[CH3:17])[CH:5]=[CH:4][N:3]=1.Cl.[NH2:39][OH:40].C([O-])(O)=O.[Na+], predict the reaction product. The product is: [OH:40]/[N:39]=[C:8](/[C:6]1[CH:5]=[CH:4][N:3]=[C:2]([CH3:1])[CH:7]=1)\[CH2:9][CH:10]([C:18]1[CH:19]=[C:20]([C:24]2[CH:29]=[CH:28][CH:27]=[C:26]([C:30]([NH:32][CH2:33][C:34]([OH:36])=[O:35])=[O:31])[CH:25]=2)[CH:21]=[CH:22][CH:23]=1)[C:11]1[CH:16]=[CH:15][CH:14]=[CH:13][C:12]=1[CH3:17].